From a dataset of Catalyst prediction with 721,799 reactions and 888 catalyst types from USPTO. Predict which catalyst facilitates the given reaction. (1) Reactant: C[O:2][C:3]([C:5]1[CH:10]=[CH:9][C:8]([CH3:11])=[CH:7][C:6]=1[CH2:12][N:13]1[CH2:18][CH2:17][N:16]([C:19]([O:21][C:22]([CH3:25])([CH3:24])[CH3:23])=[O:20])[CH2:15][CH2:14]1)=[O:4].CO.[OH-].[Li+].Cl. Product: [C:22]([O:21][C:19]([N:16]1[CH2:15][CH2:14][N:13]([CH2:12][C:6]2[CH:7]=[C:8]([CH3:11])[CH:9]=[CH:10][C:5]=2[C:3]([OH:4])=[O:2])[CH2:18][CH2:17]1)=[O:20])([CH3:25])([CH3:24])[CH3:23]. The catalyst class is: 6. (2) Reactant: [NH2:1][C@@:2]1([CH3:30])[CH2:6][CH2:5][C@@H:4]([NH:7][C:8]2[C:9]3[N:10]([CH:17]=[C:18]([C:20]4[CH:25]=[CH:24][C:23]([CH2:26][NH2:27])=[CH:22][CH:21]=4)[CH:19]=3)[N:11]=[CH:12][C:13]=2[C:14]([NH2:16])=[O:15])[C:3]1([CH3:29])[CH3:28].[C:31]([OH:34])(=O)[CH3:32].F[P-](F)(F)(F)(F)F.N1([O:51][P+](N(C)C)(N(C)C)N(C)C)C2C=CC=CC=2N=N1.CCN([CH:68]([CH3:70])C)C(C)C. Product: [C:68]([NH:27][CH2:26][C:23]1[CH:22]=[CH:21][C:20]([C:18]2[CH:19]=[C:9]3[C:8]([NH:7][C@@H:4]4[CH2:5][CH2:6][C@@:2]([NH:1][C:31](=[O:34])[CH3:32])([CH3:30])[C:3]4([CH3:29])[CH3:28])=[C:13]([C:14]([NH2:16])=[O:15])[CH:12]=[N:11][N:10]3[CH:17]=2)=[CH:25][CH:24]=1)(=[O:51])[CH3:70]. The catalyst class is: 3. (3) Reactant: [N:1]#[C:2]Br.C(=O)(O)[O-].[Na+].[CH3:9][S:10]([N:13]1[CH2:22][CH2:21][C:20]2[C:15](=[CH:16][CH:17]=[C:18]([O:23][CH2:24][CH2:25][CH2:26][CH:27]3[CH2:32][CH2:31][NH:30][CH2:29][CH2:28]3)[CH:19]=2)[CH2:14]1)(=[O:12])=[O:11]. Product: [CH3:9][S:10]([N:13]1[CH2:22][CH2:21][C:20]2[C:15](=[CH:16][CH:17]=[C:18]([O:23][CH2:24][CH2:25][CH2:26][CH:27]3[CH2:28][CH2:29][N:30]([C:2]#[N:1])[CH2:31][CH2:32]3)[CH:19]=2)[CH2:14]1)(=[O:11])=[O:12]. The catalyst class is: 232. (4) Product: [ClH:25].[F:1][C:2]1[CH:11]=[CH:10][C:5]([C:6]([OH:8])=[O:7])=[CH:4][C:3]=1[N:12]([CH2:17][CH2:18][N:19]1[CH2:20][CH2:21][O:22][CH2:23][CH2:24]1)[S:13]([CH3:16])(=[O:15])=[O:14]. The catalyst class is: 12. Reactant: [F:1][C:2]1[CH:11]=[CH:10][C:5]([C:6]([O:8]C)=[O:7])=[CH:4][C:3]=1[N:12]([CH2:17][CH2:18][N:19]1[CH2:24][CH2:23][O:22][CH2:21][CH2:20]1)[S:13]([CH3:16])(=[O:15])=[O:14].[ClH:25]. (5) The catalyst class is: 3. Product: [Cl:1][C:2]1[C:7]([F:8])=[C:6]([O:9][CH3:10])[CH:5]=[CH:4][C:3]=1[CH:11]([NH:19][C:20]1[CH:29]=[C:28]([F:30])[CH:27]=[C:26]2[C:21]=1[CH:22]=[CH:23][C:24](=[O:31])[NH:25]2)[C:12]([CH2:14][CH2:32][S:40][CH2:38][CH3:39])([OH:13])[C:15]([F:16])([F:17])[F:18]. Reactant: [Cl:1][C:2]1[C:7]([F:8])=[C:6]([O:9][CH3:10])[CH:5]=[CH:4][C:3]=1[CH:11]([NH:19][C:20]1[CH:29]=[C:28]([F:30])[CH:27]=[C:26]2[C:21]=1[CH:22]=[CH:23][C:24](=[O:31])[NH:25]2)[C:12]1([C:15]([F:18])([F:17])[F:16])[CH2:14][O:13]1.[C:32](=O)([O-])[O-].[Cs+].[Cs+].[CH2:38]([SH:40])[CH3:39].O. (6) Reactant: Cl.[F:2][C:3]1[CH:8]=[CH:7][C:6]([NH:9][C:10]2[CH:15]=[CH:14][N:13]=[C:12]([NH:16][C:17]3[CH:22]=[CH:21][C:20]([S:23]([N:26]([CH3:33])[CH:27]4[CH2:32][CH2:31][NH:30][CH2:29][CH2:28]4)(=[O:25])=[O:24])=[CH:19][CH:18]=3)[N:11]=2)=[CH:5][CH:4]=1.C(O[C:37]1(O[Si](C)(C)C)[CH2:39][CH2:38]1)C.C([BH3-])#N.[Na+]. The catalyst class is: 5. Product: [CH:37]1([N:30]2[CH2:31][CH2:32][CH:27]([N:26]([CH3:33])[S:23]([C:20]3[CH:19]=[CH:18][C:17]([NH:16][C:12]4[N:11]=[C:10]([NH:9][C:6]5[CH:7]=[CH:8][C:3]([F:2])=[CH:4][CH:5]=5)[CH:15]=[CH:14][N:13]=4)=[CH:22][CH:21]=3)(=[O:24])=[O:25])[CH2:28][CH2:29]2)[CH2:39][CH2:38]1. (7) Reactant: [NH:1]1[CH2:11][CH2:10][CH:4]([C:5]([O:7][CH2:8][CH3:9])=[O:6])[CH2:3][CH2:2]1.[Cl:12][C:13]1[CH:14]=[C:15]([CH:19]=[CH:20][CH:21]=1)[C:16](Cl)=[O:17].C(N(CC)CC)C. Product: [CH2:8]([O:7][C:5]([CH:4]1[CH2:3][CH2:2][N:1]([C:16](=[O:17])[C:15]2[CH:19]=[CH:20][CH:21]=[C:13]([Cl:12])[CH:14]=2)[CH2:11][CH2:10]1)=[O:6])[CH3:9]. The catalyst class is: 4. (8) Reactant: [N+:1]([C:4]1[CH:20]=[CH:19][C:7]([C:8]([C:10]2[N:14]([CH3:15])[C:13]([CH2:16][C:17]#[N:18])=[CH:12][CH:11]=2)=[O:9])=[CH:6][CH:5]=1)([O-])=O. Product: [NH2:1][C:4]1[CH:20]=[CH:19][C:7]([C:8]([C:10]2[N:14]([CH3:15])[C:13]([CH2:16][C:17]#[N:18])=[CH:12][CH:11]=2)=[O:9])=[CH:6][CH:5]=1. The catalyst class is: 153. (9) The catalyst class is: 33. Reactant: [NH2:1][NH2:2].[C:3]([CH2:11][C:12]#[N:13])(=O)[C:4]1[CH:9]=[CH:8][CH:7]=[CH:6][CH:5]=1.C([O-])([O-])=O.[Na+].[Na+]. Product: [C:4]1([N:1]2[C:12]([NH2:13])=[CH:11][C:3]([C:4]3[CH:9]=[CH:8][CH:7]=[CH:6][CH:5]=3)=[N:2]2)[CH:9]=[CH:8][CH:7]=[CH:6][CH:5]=1.